Dataset: Reaction yield outcomes from USPTO patents with 853,638 reactions. Task: Predict the reaction yield, written as a fraction of the theoretical maximum amount of product (1.0 means a 100% yield; for example, 0.34 means a 34% yield). (1) The reactants are [C:1](#[N:3])[CH3:2].[CH2:4]([CH:6]1[O:8][CH2:7]1)Cl.[C:9]1([S:15](N)(=[O:17])=[O:16])[CH:14]=[CH:13][CH:12]=[CH:11][CH:10]=1.[C:19](=O)([O-])[O-:20].[Cs+].[Cs+]. The catalyst is O. The product is [O:20]1[CH2:19][CH:2]1[CH2:1][N:3]([CH2:4][CH:6]1[CH2:7][O:8]1)[S:15]([C:9]1[CH:14]=[CH:13][CH:12]=[CH:11][CH:10]=1)(=[O:17])=[O:16]. The yield is 0.460. (2) The reactants are [Cl:1][C:2]1[CH:3]=[C:4]2[C:8](=[CH:9][CH:10]=1)[N:7]([CH2:11][CH:12]([CH3:14])[CH3:13])[CH:6]=[C:5]2[C:15]([O:17]CC(C)C)=[O:16].[OH-].[Na+]. The catalyst is CCO. The product is [Cl:1][C:2]1[CH:3]=[C:4]2[C:8](=[CH:9][CH:10]=1)[N:7]([CH2:11][CH:12]([CH3:14])[CH3:13])[CH:6]=[C:5]2[C:15]([OH:17])=[O:16]. The yield is 0.950. (3) The reactants are C[O:2][C:3](=O)[C:4]1[CH:9]=[C:8]([NH2:10])[CH:7]=[CH:6][C:5]=1[O:11][C:12]1[CH:17]=[CH:16][CH:15]=[CH:14][CH:13]=1.[NH2:19][NH2:20]. No catalyst specified. The product is [NH2:10][C:8]1[CH:7]=[CH:6][C:5]([O:11][C:12]2[CH:17]=[CH:16][CH:15]=[CH:14][CH:13]=2)=[C:4]([CH:9]=1)[C:3]([NH:19][NH2:20])=[O:2]. The yield is 0.760. (4) The reactants are Cl[C:2]1[N:7]=[C:6]([NH:8][CH2:9][CH2:10][CH3:11])[N:5]=[C:4]([NH:12][CH2:13][CH2:14][CH3:15])[N:3]=1.Cl.Cl.[CH3:18][NH:19][NH:20][CH3:21].[OH-].[Na+]. The catalyst is O1CCOCC1.O. The product is [CH2:13]([NH:12][C:4]1[N:5]=[C:6]([NH:8][CH2:9][CH2:10][CH3:11])[N:7]=[C:2]([N:19]([CH3:18])[NH:20][CH3:21])[N:3]=1)[CH2:14][CH3:15]. The yield is 0.420. (5) The reactants are Cl[C:2]1[N:7]=[C:6]([N:8]2[C:12]3[CH:13]=[CH:14][CH:15]=[CH:16][C:11]=3[N:10]=[C:9]2[CH:17]([F:19])[F:18])[N:5]=[C:4]([N:20]2[CH2:25][CH2:24][O:23][CH2:22][CH2:21]2)[N:3]=1.[C:26]([N:29]1[CH2:34][CH2:33][NH:32][CH2:31][CH2:30]1)(=[O:28])[CH3:27].C(=O)([O-])[O-].[K+].[K+].CN(C=O)C. The catalyst is O. The product is [C:26]([N:29]1[CH2:34][CH2:33][N:32]([C:2]2[N:3]=[C:4]([N:20]3[CH2:25][CH2:24][O:23][CH2:22][CH2:21]3)[N:5]=[C:6]([N:8]3[C:12]4[CH:13]=[CH:14][CH:15]=[CH:16][C:11]=4[N:10]=[C:9]3[CH:17]([F:18])[F:19])[N:7]=2)[CH2:31][CH2:30]1)(=[O:28])[CH3:27]. The yield is 0.900. (6) The reactants are C([O:3][C:4]([C:6]([F:28])([F:27])[CH:7]([O:14][C:15]([C:17]12[CH2:26][CH:21]3[CH2:22][CH:23]([CH2:25][CH:19]([CH2:20]3)[CH2:18]1)[CH2:24]2)=[O:16])[C:8]1[CH:13]=[CH:12][CH:11]=[CH:10][CH:9]=1)=[O:5])C.O1CCOCC1.[OH-].[Na+].[Cl-].[C:38]1([S+:44]([C:51]2[CH:56]=[CH:55][CH:54]=[CH:53][CH:52]=2)[C:45]2[CH:50]=[CH:49][CH:48]=[CH:47][CH:46]=2)[CH:43]=[CH:42][CH:41]=[CH:40][CH:39]=1. The catalyst is C(Cl)Cl.O. The product is [C:17]12([C:15]([O:14][CH:7]([C:8]3[CH:13]=[CH:12][CH:11]=[CH:10][CH:9]=3)[C:6]([F:27])([F:28])[C:4]([O-:5])=[O:3])=[O:16])[CH2:24][CH:23]3[CH2:25][CH:19]([CH2:20][CH:21]([CH2:22]3)[CH2:26]1)[CH2:18]2.[C:51]1([S+:44]([C:38]2[CH:39]=[CH:40][CH:41]=[CH:42][CH:43]=2)[C:45]2[CH:50]=[CH:49][CH:48]=[CH:47][CH:46]=2)[CH:52]=[CH:53][CH:54]=[CH:55][CH:56]=1. The yield is 0.580. (7) The reactants are C(=O)([O-])[O-].[K+].[K+].[F:7][C:8]([F:23])([S:19](F)(=[O:21])=[O:20])[C:9]([F:18])([F:17])[C:10]([F:16])([F:15])[C:11]([F:14])([F:13])[F:12].[C:24]([O:27][C@@H:28]1[CH2:45][C@@:43]2([CH3:44])[C@@H:39]([CH2:40][CH2:41][C:42]2=[O:46])[C@H:38]2[C@H:29]1[C:30]1[CH:31]=[CH:32][C:33]([OH:47])=[CH:34][C:35]=1[CH2:36][CH2:37]2)(=[O:26])[CH3:25].[Cl-].[Na+]. The catalyst is C1COCC1.O. The product is [C:24]([O:27][C@@H:28]1[CH2:45][C@@:43]2([CH3:44])[C@@H:39]([CH2:40][CH2:41][C:42]2=[O:46])[C@H:38]2[C@H:29]1[C:30]1[CH:31]=[CH:32][C:33]([O:47][S:19]([C:8]([F:7])([F:23])[C:9]([F:17])([F:18])[C:10]([F:15])([F:16])[C:11]([F:14])([F:13])[F:12])(=[O:21])=[O:20])=[CH:34][C:35]=1[CH2:36][CH2:37]2)(=[O:26])[CH3:25]. The yield is 0.960. (8) The reactants are [CH:1]([N:14]1[C:22]2[C:17](=[CH:18][C:19]([Cl:23])=[CH:20][CH:21]=2)[C:16]([CH2:24][CH2:25][O:26][C:27]2[CH:35]=[CH:34][C:30]([C:31]([OH:33])=[O:32])=[CH:29][CH:28]=2)=[C:15]1[CH2:36][CH2:37][NH:38][S:39]([CH2:42][C:43]1[CH:48]=[CH:47][CH:46]=[CH:45][CH:44]=1)(=[O:41])=[O:40])([C:8]1[CH:13]=[CH:12][CH:11]=[CH:10][CH:9]=1)[C:2]1[CH:7]=[CH:6][CH:5]=[CH:4][CH:3]=1.[C:49](C1C=CC=CC=1CS(Cl)(=O)=O)#[N:50]. No catalyst specified. The product is [CH:1]([N:14]1[C:22]2[C:17](=[CH:18][C:19]([Cl:23])=[CH:20][CH:21]=2)[C:16]([CH2:24][CH2:25][O:26][C:27]2[CH:28]=[CH:29][C:30]([C:31]([OH:33])=[O:32])=[CH:34][CH:35]=2)=[C:15]1[CH2:36][CH2:37][NH:38][S:39]([CH2:42][C:43]1[CH:44]=[CH:45][CH:46]=[CH:47][C:48]=1[C:49]#[N:50])(=[O:41])=[O:40])([C:2]1[CH:7]=[CH:6][CH:5]=[CH:4][CH:3]=1)[C:8]1[CH:9]=[CH:10][CH:11]=[CH:12][CH:13]=1. The yield is 0.720. (9) The yield is 0.920. The catalyst is C1COCC1.O. The reactants are [CH3:1][O:2][C:3]([N:5]1[CH2:10][CH2:9][CH:8]([C:11]2[C:12]3[CH:23]=[CH:22][C:21]([C:24]([F:27])([F:26])[F:25])=[CH:20][C:13]=3[S:14][C:15]=2[C:16]([O:18]C)=[O:17])[CH2:7][CH2:6]1)=[O:4].[OH-].[Na+]. The product is [CH3:1][O:2][C:3]([N:5]1[CH2:6][CH2:7][CH:8]([C:11]2[C:12]3[CH:23]=[CH:22][C:21]([C:24]([F:27])([F:25])[F:26])=[CH:20][C:13]=3[S:14][C:15]=2[C:16]([OH:18])=[O:17])[CH2:9][CH2:10]1)=[O:4].